From a dataset of Catalyst prediction with 721,799 reactions and 888 catalyst types from USPTO. Predict which catalyst facilitates the given reaction. (1) Reactant: [N+:1]([C:4]1[CH:34]=[CH:33][C:7]([CH2:8][N:9]2[C:13](=[O:14])[C:12]3([CH2:19][CH2:18][N:17]([C:20]([O:22][C:23]([CH3:26])([CH3:25])[CH3:24])=[O:21])[CH2:16][CH2:15]3)[N:11]([C:27]3[CH:32]=[CH:31][CH:30]=[CH:29][CH:28]=3)[CH2:10]2)=[CH:6][CH:5]=1)([O-])=O. Product: [NH2:1][C:4]1[CH:5]=[CH:6][C:7]([CH2:8][N:9]2[C:13](=[O:14])[C:12]3([CH2:19][CH2:18][N:17]([C:20]([O:22][C:23]([CH3:26])([CH3:25])[CH3:24])=[O:21])[CH2:16][CH2:15]3)[N:11]([C:27]3[CH:28]=[CH:29][CH:30]=[CH:31][CH:32]=3)[CH2:10]2)=[CH:33][CH:34]=1. The catalyst class is: 153. (2) Reactant: C([O:4][C:5]([C:7]1[O:14][C:13]2[C:12]([NH:15][C:16](=[O:26])[C:17]3[CH:22]=[CH:21][CH:20]=[CH:19][C:18]=3[N+:23]([O-])=O)=[N:11][N:10](C(OCC)=O)[C:9]=2[CH:8]=1)=[O:6])CC.[OH-].[Na+]. Product: [NH2:23][C:18]1[CH:19]=[CH:20][CH:21]=[CH:22][C:17]=1[C:16]([NH:15][C:12]1[NH:11][N:10]=[C:9]2[CH:8]=[C:7]([C:5]([OH:6])=[O:4])[O:14][C:13]=12)=[O:26]. The catalyst class is: 5. (3) Reactant: C(OC(OC(C)(C)C)=O)(OC(C)(C)C)=[O:2].O=C1N[C:20](=[O:22])[C:19]2([CH2:27][CH2:26][N:25]([C:28]([O:30][C:31]([CH3:34])([CH3:33])[CH3:32])=[O:29])[CH2:24][CH2:23]2)[NH:18]1.C(N(CC)CC)C. Product: [NH2:18][C:19]1([C:20]([OH:22])=[O:2])[CH2:27][CH2:26][N:25]([C:28]([O:30][C:31]([CH3:34])([CH3:33])[CH3:32])=[O:29])[CH2:24][CH2:23]1. The catalyst class is: 1. (4) Reactant: C([O:3][C:4]([C:6]1[CH:11]=[C:10]([CH2:12][O:13][CH3:14])[N:9]=[C:8]([NH:15][C:16]2[CH:21]=[CH:20][C:19]([N:22]3[CH:26]=[C:25]([CH3:27])[N:24]=[CH:23]3)=[C:18]([O:28][CH3:29])[CH:17]=2)[N:7]=1)=[CH2:5])C.O.Cl. Product: [CH3:29][O:28][C:18]1[CH:17]=[C:16]([NH:15][C:8]2[N:7]=[C:6]([C:4](=[O:3])[CH3:5])[CH:11]=[C:10]([CH2:12][O:13][CH3:14])[N:9]=2)[CH:21]=[CH:20][C:19]=1[N:22]1[CH:26]=[C:25]([CH3:27])[N:24]=[CH:23]1. The catalyst class is: 12. (5) Reactant: S1C2C=C(NC(=O)C3C=C([N+]([O-])=O)C(F)=CC=3Cl)C=CC=2N=C1.[NH4+].[OH-].[NH2:26][C:27]1[C:44]([N+:45]([O-:47])=[O:46])=[CH:43][C:30]([C:31]([NH:33][C:34]2[CH:42]=[CH:41][C:37]3[N:38]=[CH:39][S:40][C:36]=3[CH:35]=2)=[O:32])=[C:29](Cl)[CH:28]=1.[CH3:49][N:50]1[CH2:55][CH2:54][NH:53][CH2:52][CH2:51]1. Product: [NH2:26][C:27]1[C:44]([N+:45]([O-:47])=[O:46])=[CH:43][C:30]([C:31]([NH:33][C:34]2[CH:42]=[CH:41][C:37]3[N:38]=[CH:39][S:40][C:36]=3[CH:35]=2)=[O:32])=[C:29]([N:53]2[CH2:54][CH2:55][N:50]([CH3:49])[CH2:51][CH2:52]2)[CH:28]=1. The catalyst class is: 12. (6) Product: [Cl:40][C:10]1[C:11]([Cl:39])=[C:12]([C:15]2[S:19][C:18]([C:20]3[O:21][C:22]([C:25]([OH:28])([CH3:27])[CH3:26])=[N:23][N:24]=3)=[N:17][C:16]=2[C:29]([N:31]2[CH2:32][CH2:33][C:34]([F:37])([F:38])[CH2:35][CH2:36]2)=[O:30])[CH:13]=[CH:14][C:9]=1[S:41]([Cl:45])(=[O:43])=[O:42]. The catalyst class is: 2. Reactant: C(S[C:9]1[CH:14]=[CH:13][C:12]([C:15]2[S:19][C:18]([C:20]3[O:21][C:22]([C:25]([OH:28])([CH3:27])[CH3:26])=[N:23][N:24]=3)=[N:17][C:16]=2[C:29]([N:31]2[CH2:36][CH2:35][C:34]([F:38])([F:37])[CH2:33][CH2:32]2)=[O:30])=[C:11]([Cl:39])[C:10]=1[Cl:40])C1C=CC=CC=1.[S:41]([Cl:45])(Cl)(=[O:43])=[O:42]. (7) Reactant: [CH3:1][C:2]1([CH3:14])[C:6]([CH3:8])([CH3:7])[O:5][B:4]([C:9]2[CH:10]=[N:11][NH:12][CH:13]=2)[O:3]1.[H-].[Na+].CN(C)C=O.CS(O[CH:27]1[CH2:31][CH2:30][O:29][CH2:28]1)(=O)=O. Product: [O:29]1[CH2:30][CH2:31][CH:27]([N:12]2[CH:13]=[C:9]([B:4]3[O:5][C:6]([CH3:7])([CH3:8])[C:2]([CH3:14])([CH3:1])[O:3]3)[CH:10]=[N:11]2)[CH2:28]1. The catalyst class is: 13. (8) Reactant: Br[CH:2]([CH2:23][CH2:24][CH2:25][CH2:26][CH2:27][CH3:28])[C:3]([O:5][C@H:6]([CH2:12][CH2:13][CH2:14][CH2:15][CH2:16][CH2:17][CH2:18][CH2:19][CH2:20][CH2:21][CH3:22])[CH2:7][C:8]([O:10]C)=O)=[O:4].C([Mg]Cl)(C)(C)C. Product: [CH2:23]([C:2]1[C:3](=[O:4])[O:5][C@H:6]([CH2:12][CH2:13][CH2:14][CH2:15][CH2:16][CH2:17][CH2:18][CH2:19][CH2:20][CH2:21][CH3:22])[CH2:7][C:8]=1[OH:10])[CH2:24][CH2:25][CH2:26][CH2:27][CH3:28]. The catalyst class is: 7.